From a dataset of Forward reaction prediction with 1.9M reactions from USPTO patents (1976-2016). Predict the product of the given reaction. (1) Given the reactants [CH:1]1([CH:7]([NH:25][C:26]2[CH:31]=[CH:30][C:29]([C:32]([N:34]([CH3:42])[CH2:35][CH2:36][C:37]([O:39]CC)=[O:38])=[O:33])=[CH:28][CH:27]=2)[C:8]2[CH:12]=[C:11]([C:13]3[CH:18]=[CH:17][C:16]([C:19]([F:22])([F:21])[F:20])=[CH:15][CH:14]=3)[O:10][C:9]=2[CH2:23][CH3:24])[CH2:6][CH2:5][CH2:4][CH2:3][CH2:2]1, predict the reaction product. The product is: [CH:1]1([CH:7]([NH:25][C:26]2[CH:27]=[CH:28][C:29]([C:32]([N:34]([CH3:42])[CH2:35][CH2:36][C:37]([OH:39])=[O:38])=[O:33])=[CH:30][CH:31]=2)[C:8]2[CH:12]=[C:11]([C:13]3[CH:14]=[CH:15][C:16]([C:19]([F:22])([F:21])[F:20])=[CH:17][CH:18]=3)[O:10][C:9]=2[CH2:23][CH3:24])[CH2:6][CH2:5][CH2:4][CH2:3][CH2:2]1. (2) Given the reactants [CH2:1]([O:5][C:6]1[N:14]=[C:13]2[C:9]([N:10]=[C:11]([O:23]C)[N:12]2[CH2:15][CH2:16][CH:17]2[CH2:22][CH2:21][CH2:20][NH:19][CH2:18]2)=[C:8]([NH2:25])[N:7]=1)[CH2:2][CH2:3][CH3:4].I[CH2:27][CH2:28][CH2:29][CH3:30], predict the reaction product. The product is: [NH2:25][C:8]1[N:7]=[C:6]([O:5][CH2:1][CH2:2][CH2:3][CH3:4])[N:14]=[C:13]2[C:9]=1[NH:10][C:11](=[O:23])[N:12]2[CH2:15][CH2:16][CH:17]1[CH2:22][CH2:21][CH2:20][N:19]([CH2:27][CH2:28][CH2:29][CH3:30])[CH2:18]1. (3) Given the reactants C([O:3][C:4](=O)[CH2:5][C:6]([CH:8]1[CH2:13][CH2:12][N:11]([C:14]([O:16][CH2:17][C:18]2[CH:23]=[CH:22][CH:21]=[CH:20][CH:19]=2)=[O:15])[CH:10]([C:24]2[N:28]([CH3:29])[N:27]=[N:26][N:25]=2)[CH2:9]1)=[O:7])C.[OH-].[Na+].[NH2:33]O.Cl, predict the reaction product. The product is: [CH3:29][N:28]1[C:24]([CH:10]2[CH2:9][CH:8]([C:6]3[O:7][NH:33][C:4](=[O:3])[CH:5]=3)[CH2:13][CH2:12][N:11]2[C:14]([O:16][CH2:17][C:18]2[CH:19]=[CH:20][CH:21]=[CH:22][CH:23]=2)=[O:15])=[N:25][N:26]=[N:27]1. (4) The product is: [I:16][C:10]1[C:2]([CH3:1])=[C:3]([CH:7]=[C:8]([N+:11]([O-:13])=[O:12])[CH:9]=1)[C:4]([OH:6])=[O:5]. Given the reactants [CH3:1][C:2]1[CH:10]=[CH:9][C:8]([N+:11]([O-:13])=[O:12])=[CH:7][C:3]=1[C:4]([OH:6])=[O:5].II.[I:16]([O-])(=O)=O.[Na+].S([O-])([O-])=O.[Na+].[Na+], predict the reaction product. (5) Given the reactants [I:1][C:2]1[CH:3]=[N:4][C:5]2[C:10]([CH:11]=1)=[CH:9][C:8]([OH:12])=[CH:7][CH:6]=2.[CH2:13]([O:15][C:16](=[O:21])[CH:17](Cl)[S:18][CH3:19])[CH3:14], predict the reaction product. The product is: [CH2:13]([O:15][C:16](=[O:21])[CH:17]([O:12][C:8]1[CH:9]=[C:10]2[C:5](=[CH:6][CH:7]=1)[N:4]=[CH:3][C:2]([I:1])=[CH:11]2)[S:18][CH3:19])[CH3:14]. (6) The product is: [Br:35][C:27]1[S:26][C:25]([C:29]([O:31][CH3:32])=[O:30])=[C:24]([NH:23][C:21](=[O:22])[C:20]([F:19])([F:33])[F:34])[CH:28]=1. Given the reactants CC(NC(C)C)C.C([Li])CCC.CCCCCC.[F:19][C:20]([F:34])([F:33])[C:21]([NH:23][C:24]1[CH:28]=[CH:27][S:26][C:25]=1[C:29]([O:31][CH3:32])=[O:30])=[O:22].[Br:35]CCBr.C([O-])(O)=O.[Na+], predict the reaction product. (7) Given the reactants [C:1]([C:3]1[CH:4]=[C:5]([C:10]2[O:14][C:13]([NH:15][C:16]([NH:18][CH2:19][C:20]3[CH:25]=[CH:24][CH:23]=[C:22]([F:26])[CH:21]=3)=[O:17])=[N:12][N:11]=2)[CH:6]=[CH:7][C:8]=1F)#[N:2].O.[NH2:28][NH2:29], predict the reaction product. The product is: [NH2:2][C:1]1[C:3]2[C:8](=[CH:7][CH:6]=[C:5]([C:10]3[O:14][C:13]([NH:15][C:16]([NH:18][CH2:19][C:20]4[CH:25]=[CH:24][CH:23]=[C:22]([F:26])[CH:21]=4)=[O:17])=[N:12][N:11]=3)[CH:4]=2)[NH:29][N:28]=1. (8) The product is: [C:1]([O:4][CH2:5][C@@H:6]1[C@@H:11]([O:12][C:13](=[O:15])[CH3:14])[C@H:10]([OH:16])[C@H:9]([OH:17])[C@@H:8]([C:18]2[CH:19]=[CH:20][C:21]([O:24][S:27]([C:26]([F:45])([F:44])[F:25])(=[O:29])=[O:28])=[CH:22][CH:23]=2)[O:7]1)(=[O:3])[CH3:2]. Given the reactants [C:1]([O:4][CH2:5][C@@H:6]1[C@@H:11]([O:12][C:13](=[O:15])[CH3:14])[C@H:10]([OH:16])[C@H:9]([OH:17])[C@@H:8]([C:18]2[CH:23]=[CH:22][C:21]([OH:24])=[CH:20][CH:19]=2)[O:7]1)(=[O:3])[CH3:2].[F:25][C:26]([F:45])([F:44])[S:27](N(C1C=CC=CC=1)[S:27]([C:26]([F:45])([F:44])[F:25])(=[O:29])=[O:28])(=[O:29])=[O:28].CCN(CC)CC, predict the reaction product. (9) Given the reactants [Cl:1][C:2]1[C:3]([O:12][C:13]2[CH:18]=[C:17]([O:19][CH:20]([CH3:22])[CH3:21])[CH:16]=[CH:15][C:14]=2/[CH:23]=[CH:24]/[C:25]([O:27]CC)=[O:26])=[N:4][CH:5]=[C:6]([C:8]([F:11])([F:10])[F:9])[CH:7]=1.[OH-].[Na+].Cl, predict the reaction product. The product is: [Cl:1][C:2]1[C:3]([O:12][C:13]2[CH:18]=[C:17]([O:19][CH:20]([CH3:21])[CH3:22])[CH:16]=[CH:15][C:14]=2/[CH:23]=[CH:24]/[C:25]([OH:27])=[O:26])=[N:4][CH:5]=[C:6]([C:8]([F:10])([F:9])[F:11])[CH:7]=1. (10) Given the reactants [Br:1][C:2]1[C:10]2[C:9]([NH:11][C:12]3[CH:13]=[C:14]4[CH:22]=[N:21][NH:20][C:15]4=[N:16][C:17]=3[O:18]C)=[N:8][CH:7]=[N:6][C:5]=2[NH:4][C:3]=1[C:23]([OH:25])=O.BrC1C2C(NC3C=C4C=NNC4=NC=3O)=NC=NC=2NC=1C(O)=O.[CH3:50][N:51]([CH3:56])[CH2:52][CH2:53][NH:54][CH3:55], predict the reaction product. The product is: [Br:1][C:2]1[C:10]2[C:9]([NH:11][C:12]3[CH:13]=[C:14]4[CH:22]=[N:21][NH:20][C:15]4=[N:16][C:17]=3[OH:18])=[N:8][CH:7]=[N:6][C:5]=2[NH:4][C:3]=1[C:23]([N:54]([CH2:53][CH2:52][N:51]([CH3:56])[CH3:50])[CH3:55])=[O:25].